From a dataset of NCI-60 drug combinations with 297,098 pairs across 59 cell lines. Regression. Given two drug SMILES strings and cell line genomic features, predict the synergy score measuring deviation from expected non-interaction effect. Drug 1: C1CCN(CC1)CCOC2=CC=C(C=C2)C(=O)C3=C(SC4=C3C=CC(=C4)O)C5=CC=C(C=C5)O. Drug 2: C1C(C(OC1N2C=NC3=C2NC=NCC3O)CO)O. Cell line: MDA-MB-231. Synergy scores: CSS=3.61, Synergy_ZIP=-2.91, Synergy_Bliss=-3.40, Synergy_Loewe=-2.98, Synergy_HSA=-2.91.